From a dataset of NCI-60 drug combinations with 297,098 pairs across 59 cell lines. Regression. Given two drug SMILES strings and cell line genomic features, predict the synergy score measuring deviation from expected non-interaction effect. (1) Synergy scores: CSS=12.5, Synergy_ZIP=-4.03, Synergy_Bliss=-2.30, Synergy_Loewe=-17.7, Synergy_HSA=-7.66. Drug 1: CC1=C(C(=O)C2=C(C1=O)N3CC4C(C3(C2COC(=O)N)OC)N4)N. Drug 2: COCCOC1=C(C=C2C(=C1)C(=NC=N2)NC3=CC=CC(=C3)C#C)OCCOC.Cl. Cell line: HCT-15. (2) Drug 1: CC1=C(C(CCC1)(C)C)C=CC(=CC=CC(=CC(=O)O)C)C. Drug 2: CC1=C2C(C(=O)C3(C(CC4C(C3C(C(C2(C)C)(CC1OC(=O)C(C(C5=CC=CC=C5)NC(=O)OC(C)(C)C)O)O)OC(=O)C6=CC=CC=C6)(CO4)OC(=O)C)O)C)O. Cell line: LOX IMVI. Synergy scores: CSS=16.5, Synergy_ZIP=20.5, Synergy_Bliss=19.4, Synergy_Loewe=12.5, Synergy_HSA=15.2. (3) Drug 1: C1CNP(=O)(OC1)N(CCCl)CCCl. Drug 2: C1C(C(OC1N2C=NC(=NC2=O)N)CO)O. Cell line: A549. Synergy scores: CSS=2.42, Synergy_ZIP=-1.50, Synergy_Bliss=0.0731, Synergy_Loewe=-3.02, Synergy_HSA=0.102.